From a dataset of Experimentally validated miRNA-target interactions with 360,000+ pairs, plus equal number of negative samples. Binary Classification. Given a miRNA mature sequence and a target amino acid sequence, predict their likelihood of interaction. (1) The miRNA is hsa-miR-3147 with sequence GGUUGGGCAGUGAGGAGGGUGUGA. The protein sequence of the target gene is MASEELQKDLEEVKVLLEKATRKRVRDALTAEKSKIETEIKNKMQQKSQKKAELLDNEKPAAVVAPITTGYTVKISNYGWDQSDKFVKIYITLTGVHQVPTENVQVHFTERSFDLLVKNLNGKSYSMIVNNLLKPISVEGSSKKVKTDTVLILCRKKVENTRWDYLTQVEKECKEKEKPSYDTETDPSEGLMNVLKKIYEDGDDDMKRTINKAWVESREKQAKGDTEF. Result: 1 (interaction). (2) The miRNA is hsa-miR-4713-3p with sequence UGGGAUCCAGACAGUGGGAGAA. The protein sequence of the target gene is MALSDADVQKQIKHMMAFIEQEANEKAEEIDAKAEEEFNIEKGRLVQTQRLKIMEYYEKKEKQIEQQKKIQMSNLMNQARLKVLRARDDLITDLLNEAKQRLSKVVKDTTRYQVLLDGLVLQGLYQLLEPRMIVRCRKQDFPLVKAAVQKAIPMYKIATKNDVDVQIDQESYLPEDIAGGVEIYNGDRKIKVSNTLESRLDLIAQQMMPEVRGALFGANANRKFLD. Result: 0 (no interaction). (3) The miRNA is hsa-miR-3181 with sequence AUCGGGCCCUCGGCGCCGG. The protein sequence of the target gene is MAFRQALQLAACGLAGGSAAVLFSAVAVGKPRGGGDADTRATEPPAWTGARAGRGVWDTNWDRREPLSLINLKKRNVESGEDELTSRLDHYKAKATRHIFLIRHSQYHVDGSLEKDRTLTPLGREQAELTGLRLASLGLKFNKIVHSSMTRAVETTDIISKHLPGVSRVSTDLLREGAPIEPDPPVSHWKPEAVQYYEDGARIEAAFRNYIHRADARQEEDSYEIFICHANVIRYIVCRALQFPPEGWLRLSLNNGSITHLVIRPNGRVALRTLGDTGFMPPDKITRS. Result: 0 (no interaction). (4) The miRNA is hsa-miR-5589-5p with sequence GGCUGGGUGCUCUUGUGCAGU. The protein sequence of the target gene is MGRKKKKQLKPWCWYCNRDFDDEKILIQHQKAKHFKCHICHKKLYTGPGLAIHCMQVHKETIDAVPNAIPGRTDIELEIYGMEGIPEKDMDERRRLLEQKTQESQKKKQQDDSDEYDDDDSAASTSFQPQPVQPQQGYIPPMAQPGLPPVPGAPGMPPGIPPLMPGVPPLMPGMPPVMPGMPPGMMPMGGMMPPGPGIPPLMPGMPPGMPPPVPRPGIPPMTQAQAVSAPGILNRPPAPTATVPAPQPPVTKPLFPSAGQMGTPVTSSSTASSNSESLSASSKALFPSTAQAQAAVQGPV.... Result: 1 (interaction). (5) The miRNA is mmu-miR-3102-5p with sequence GUGAGUGGCCAGGGUGGGGCUG. The protein sequence of the target gene is MKIFVGNVDGADTTPEELAALFAPYGTVMSCAVMKQFAFVHMRENAGAVRAIEALHGHELRPGRALVVEMSRPRPLNTWKIFVGNVSAACTSQELRSLFERRGRVIECDVVKDYAFVHMEKEADAKAAIAQLNGKEVKGKRINVELSTKGQKKGPALAIQSGDKTKKPGAGDTAFPGTGGFSATFDYQQAFGNSTGGFDGQARQPTPPFFGRDRSPLRRSPPRASYVAPLTAQPATYRAQPSVSLGAAYRAQPSASLGVGYRTQPMAAQAASYRAQPSVSLGAPYRGQLASPSSQSAAAS.... Result: 1 (interaction). (6) The miRNA is mmu-miR-1941-3p with sequence CAUCUUAGCAGUAUCUCCCAU. The protein sequence of the target gene is MLRKGCCVELLLLLLAGELPLGGGCPRDCVCYPAPMTVSCQAHNFAAIPEGIPEDSERIFLQNNRITFLQQGHFSPAMVTLWIYSNNITFIAPNTFEGFVHLEELDLGDNRQLRTLAPETFQGLVKLHALYLYKCGLSALPAGIFGGLHSLQYLYLQDNHIEYLQDDIFVDLVNLSHLFLHGNKLWSLGQGIFRGLVNLDRLLLHENQLQWVHHKAFHDLHRLTTLFLFNNSLTELQGDCLAPLVALEFLRLNGNAWDCGCRARSLWEWLRRFRGSSSAVPCATPELRQGQDLKLLRVED.... Result: 0 (no interaction).